This data is from Forward reaction prediction with 1.9M reactions from USPTO patents (1976-2016). The task is: Predict the product of the given reaction. (1) Given the reactants Cl.Cl.[C:3]([O:7][C:8]([N:10]([C@@H:24]1[CH2:28][CH2:27][NH:26][CH2:25]1)[C:11]1[N:16]=[CH:15][C:14](/[CH:17]=[CH:18]/[C:19]([O:21][CH2:22][CH3:23])=[O:20])=[CH:13][CH:12]=1)=[O:9])([CH3:6])([CH3:5])[CH3:4].C(N(C(C)C)CC)(C)C.[CH:38]1([CH:43]=O)[CH2:42][CH2:41][CH2:40][CH2:39]1.C(O[BH-](OC(=O)C)OC(=O)C)(=O)C.[Na+].C(=O)(O)[O-].[Na+], predict the reaction product. The product is: [C:3]([O:7][C:8]([N:10]([C@@H:24]1[CH2:28][CH2:27][N:26]([CH2:43][CH:38]2[CH2:42][CH2:41][CH2:40][CH2:39]2)[CH2:25]1)[C:11]1[N:16]=[CH:15][C:14](/[CH:17]=[CH:18]/[C:19]([O:21][CH2:22][CH3:23])=[O:20])=[CH:13][CH:12]=1)=[O:9])([CH3:4])([CH3:5])[CH3:6]. (2) Given the reactants NC1(C2C=CC(C3C(C4C=CC=CC=4)=CC4N(CCC#N)C(=O)COC=4N=3)=CC=2)CCC1.C(OC(=O)[NH:39][C:40]1([C:44]2[CH:49]=[CH:48][C:47]([C:50]3[C:51]([C:65]4[CH:70]=[CH:69][CH:68]=[CH:67][CH:66]=4)=[CH:52][C:53]4[N:58]([CH2:59][CH:60]([F:62])[F:61])[C:57](=[O:63])[CH2:56][O:55][C:54]=4[N:64]=3)=[CH:46][CH:45]=2)[CH2:43][CH2:42][CH2:41]1)(C)(C)C, predict the reaction product. The product is: [NH2:39][C:40]1([C:44]2[CH:49]=[CH:48][C:47]([C:50]3[C:51]([C:65]4[CH:66]=[CH:67][CH:68]=[CH:69][CH:70]=4)=[CH:52][C:53]4[N:58]([CH2:59][CH:60]([F:62])[F:61])[C:57](=[O:63])[CH2:56][O:55][C:54]=4[N:64]=3)=[CH:46][CH:45]=2)[CH2:43][CH2:42][CH2:41]1. (3) Given the reactants [NH:1]1[CH2:4][CH:3]([NH:5][C:6](=[O:20])[C:7]2[CH:12]=[CH:11][C:10]([C:13]3[CH:18]=[CH:17][CH:16]=[C:15]([F:19])[CH:14]=3)=[N:9][CH:8]=2)[CH2:2]1.CCN(C(C)C)C(C)C.[C:30](Cl)(=[O:35])[C:31]([CH3:34])([CH3:33])[CH3:32], predict the reaction product. The product is: [CH3:32][C:31]([CH3:34])([CH3:33])[C:30]([N:1]1[CH2:4][CH:3]([NH:5][C:6](=[O:20])[C:7]2[CH:12]=[CH:11][C:10]([C:13]3[CH:18]=[CH:17][CH:16]=[C:15]([F:19])[CH:14]=3)=[N:9][CH:8]=2)[CH2:2]1)=[O:35]. (4) Given the reactants C(O[C:6](=O)[N:7]([CH2:9][CH2:10][C:11]1[NH:15][C:14]2[C:16]([O:20][CH3:21])=[CH:17][CH:18]=[CH:19][C:13]=2[N:12]=1)C)(C)(C)C.C(O)(C(F)(F)F)=O, predict the reaction product. The product is: [CH3:21][O:20][C:16]1[C:14]2[NH:15][C:11]([CH2:10][CH2:9][NH:7][CH3:6])=[N:12][C:13]=2[CH:19]=[CH:18][CH:17]=1. (5) Given the reactants [NH2:1][C:2]1[N:11]=[CH:10][C:9]2[C:8](SC)=[N:7][CH:6]=[N:5][C:4]=2[CH:3]=1.[N+:14]([C:17]1[CH:18]=[C:19]([CH:21]=[CH:22][CH:23]=1)[NH2:20])([O-:16])=[O:15], predict the reaction product. The product is: [NH2:1][C:2]1[N:11]=[CH:10][C:9]2[C:8]([NH:20][C:19]3[CH:21]=[CH:22][CH:23]=[C:17]([N+:14]([O-:16])=[O:15])[CH:18]=3)=[N:7][CH:6]=[N:5][C:4]=2[CH:3]=1. (6) Given the reactants C(OC([N:8]1[C:16]2[C:11](=[CH:12][CH:13]=[CH:14][CH:15]=2)[CH:10]=[C:9]1[C:17]1[CH:22]=[CH:21][C:20]([N+:23]([O-:25])=[O:24])=[CH:19][CH:18]=1)=O)(C)(C)C.C(=O)(O)[O-].[Na+], predict the reaction product. The product is: [N+:23]([C:20]1[CH:19]=[CH:18][C:17]([C:9]2[NH:8][C:16]3[C:11]([CH:10]=2)=[CH:12][CH:13]=[CH:14][CH:15]=3)=[CH:22][CH:21]=1)([O-:25])=[O:24]. (7) Given the reactants [CH3:1][C:2]1[N:18](C=CC)[C:17]2[C:4](=[C:5]3[C:14](=[CH:15][CH:16]=2)[C@@H:13]2[C@H:8]([O:9][CH2:10][CH2:11][O:12]2)[C@@H:7]([C:22]2[CH:27]=[CH:26][CH:25]=[CH:24][CH:23]=2)[O:6]3)[N:3]=1.[Mn]([O-])(=O)(=O)=O.[K+], predict the reaction product. The product is: [CH3:1][C:2]1[NH:18][C:17]2[C:4](=[C:5]3[C:14](=[CH:15][CH:16]=2)[C@@H:13]2[C@H:8]([O:9][CH2:10][CH2:11][O:12]2)[C@@H:7]([C:22]2[CH:23]=[CH:24][CH:25]=[CH:26][CH:27]=2)[O:6]3)[N:3]=1.